This data is from Full USPTO retrosynthesis dataset with 1.9M reactions from patents (1976-2016). The task is: Predict the reactants needed to synthesize the given product. (1) Given the product [Cl:9][C:5]1[C:6]([CH3:8])=[N:7][C:2]([NH:10][C:11]2[CH:12]=[C:13]([C:18]3[S:22][C:21]([C:23]4([OH:27])[CH2:26][CH2:25][CH2:24]4)=[N:20][CH:19]=3)[CH:14]=[C:15]([CH3:17])[CH:16]=2)=[N:3][CH:4]=1, predict the reactants needed to synthesize it. The reactants are: Cl[C:2]1[N:7]=[C:6]([CH3:8])[C:5]([Cl:9])=[CH:4][N:3]=1.[NH2:10][C:11]1[CH:12]=[C:13]([C:18]2[S:22][C:21]([C:23]3([OH:27])[CH2:26][CH2:25][CH2:24]3)=[N:20][CH:19]=2)[CH:14]=[C:15]([CH3:17])[CH:16]=1.CC(C1C=C(C(C)C)C(C2C=CC=CC=2P(C2CCCCC2)C2CCCCC2)=C(C(C)C)C=1)C.C(=O)([O-])[O-].[K+].[K+]. (2) Given the product [Si:1]([O:8][N:9]=[C:10]1[C:18]2[C:13](=[CH:14][C:15]([NH:35][C:27]3[C:28]4[C:29](=[CH:30][N:31]=[CH:32][CH:33]=4)[O:34][C:26]=3[C:23]3[CH:24]=[CH:25][N:20]=[CH:21][CH:22]=3)=[CH:16][CH:17]=2)[CH2:12][CH2:11]1)([C:4]([CH3:7])([CH3:6])[CH3:5])([CH3:3])[CH3:2], predict the reactants needed to synthesize it. The reactants are: [Si:1]([O:8]/[N:9]=[C:10]1\[CH2:11][CH2:12][C:13]2[C:18]\1=[CH:17][CH:16]=[C:15](Br)[CH:14]=2)([C:4]([CH3:7])([CH3:6])[CH3:5])([CH3:3])[CH3:2].[N:20]1[CH:25]=[CH:24][C:23]([C:26]2[O:34][C:29]3=[CH:30][N:31]=[CH:32][CH:33]=[C:28]3[C:27]=2[NH2:35])=[CH:22][CH:21]=1.CC(C1C=C(C(C)C)C(C2C=CC=CC=2P(C2CCCCC2)C2CCCCC2)=C(C(C)C)C=1)C.C([O-])([O-])=O.[Cs+].[Cs+]. (3) Given the product [CH2:40]([S:42]([N:21]1[CH2:20][CH2:19][C:17]2[N:18]=[C:13]([NH:12][C:9]3[CH:10]=[CH:11][C:6]([C:5]4[O:1][CH:2]=[N:3][CH:4]=4)=[CH:7][CH:8]=3)[N:14]=[C:15]([N:23]([C:27]3[CH:28]=[CH:29][CH:30]=[CH:31][CH:32]=3)[CH2:24][CH2:25][OH:26])[C:16]=2[CH2:22]1)(=[O:44])=[O:43])[CH3:41], predict the reactants needed to synthesize it. The reactants are: [O:1]1[C:5]([C:6]2[CH:11]=[CH:10][C:9]([NH:12][C:13]3[N:14]=[C:15]([N:23]([C:27]4[CH:32]=[CH:31][CH:30]=[CH:29][CH:28]=4)[CH2:24][CH2:25][OH:26])[C:16]4[CH2:22][NH:21][CH2:20][CH2:19][C:17]=4[N:18]=3)=[CH:8][CH:7]=2)=[CH:4][N:3]=[CH:2]1.C(N(CC)CC)C.[CH2:40]([S:42](Cl)(=[O:44])=[O:43])[CH3:41]. (4) Given the product [CH2:35]([C:7]1[C:12]2[CH2:13][O:14][C@@H:15]3[C@H:19]([C:11]=2[CH:10]=[CH:9][CH:8]=1)[CH2:18][NH:17][CH2:16]3)[CH3:36], predict the reactants needed to synthesize it. The reactants are: FC(F)(F)S(O[C:7]1[C:12]2[CH2:13][O:14][C@@H:15]3[C@H:19]([C:11]=2[CH:10]=[CH:9][CH:8]=1)[CH2:18][N:17](C(OC(C)(C)C)=O)[CH2:16]3)(=O)=O.B1(C=C)OB([CH:35]=[CH2:36])OB(C=C)O1.C1C=CN=CC=1. (5) Given the product [F:1][C:2]([F:7])([F:6])[C:3]([OH:5])=[O:4].[F:8][C:9]([F:14])([F:13])[C:10]([OH:12])=[O:11].[F:15][C:16]([F:21])([F:20])[C:17]([OH:19])=[O:18].[Cl:29][C:30]1[CH:31]=[N:32][C:33]2[NH:34][C:35]3[CH:36]=[N:37][CH:38]=[C:39]([CH:60]=3)[CH2:40][CH2:41][C:42]3[CH:50]=[C:46]([NH:47][C:48]=1[N:49]=2)[CH:45]=[CH:44][C:43]=3[NH:51][CH2:52][CH2:53][CH:54]1[CH2:55][CH2:56][N:57]([C:64](=[O:65])[C:63]2[CH:67]=[CH:68][C:69]([F:71])=[CH:70][C:62]=2[F:61])[CH2:58][CH2:59]1, predict the reactants needed to synthesize it. The reactants are: [F:1][C:2]([F:7])([F:6])[C:3]([OH:5])=[O:4].[F:8][C:9]([F:14])([F:13])[C:10]([OH:12])=[O:11].[F:15][C:16]([F:21])([F:20])[C:17]([OH:19])=[O:18].FC(F)(F)C(O)=O.[Cl:29][C:30]1[CH:31]=[N:32][C:33]2[NH:34][C:35]3[CH:36]=[N:37][CH:38]=[C:39]([CH:60]=3)[CH2:40][CH2:41][C:42]3[CH:50]=[C:46]([NH:47][C:48]=1[N:49]=2)[CH:45]=[CH:44][C:43]=3[NH:51][CH2:52][CH2:53][CH:54]1[CH2:59][CH2:58][NH:57][CH2:56][CH2:55]1.[F:61][C:62]1[CH:70]=[C:69]([F:71])[CH:68]=[CH:67][C:63]=1[C:64](Cl)=[O:65]. (6) Given the product [CH2:48]([O:55][C:56]1[CH:61]=[CH:60][CH:59]=[CH:58][C:57]=1[C:22]1[CH:23]=[CH:24][C:25]([C:27]([F:30])([F:29])[F:28])=[CH:26][C:21]=1[CH2:20][N:7]([CH2:6][C:5]1[CH:39]=[C:40]([C:42]([F:43])([F:44])[F:45])[CH:41]=[C:3]([C:2]([F:47])([F:1])[F:46])[CH:4]=1)[C:8]1[N:13]=[CH:12][C:11]([N:14]2[CH2:15][CH2:16][O:17][CH2:18][CH2:19]2)=[CH:10][N:9]=1)[C:49]1[CH:54]=[CH:53][CH:52]=[CH:51][CH:50]=1, predict the reactants needed to synthesize it. The reactants are: [F:1][C:2]([F:47])([F:46])[C:3]1[CH:4]=[C:5]([CH:39]=[C:40]([C:42]([F:45])([F:44])[F:43])[CH:41]=1)[CH2:6][N:7]([CH2:20][C:21]1[CH:26]=[C:25]([C:27]([F:30])([F:29])[F:28])[CH:24]=[CH:23][C:22]=1OS(C(F)(F)F)(=O)=O)[C:8]1[N:13]=[CH:12][C:11]([N:14]2[CH2:19][CH2:18][O:17][CH2:16][CH2:15]2)=[CH:10][N:9]=1.[CH2:48]([O:55][C:56]1[CH:61]=[CH:60][CH:59]=[CH:58][C:57]=1B(O)O)[C:49]1[CH:54]=[CH:53][CH:52]=[CH:51][CH:50]=1.C(=O)([O-])[O-].[Cs+].[Cs+].O. (7) Given the product [NH2:20][C:8]1[N:7]=[C:6]([NH:5][CH2:4][CH2:3][CH2:2][NH:1][C:25](=[O:26])[CH2:24][N:23]([CH3:28])[CH3:22])[CH:11]=[C:10]([C:12]2[CH:17]=[CH:16][CH:15]=[C:14]([CH3:18])[C:13]=2[CH3:19])[N:9]=1, predict the reactants needed to synthesize it. The reactants are: [NH2:1][CH2:2][CH2:3][CH2:4][NH:5][C:6]1[CH:11]=[C:10]([C:12]2[CH:17]=[CH:16][CH:15]=[C:14]([CH3:18])[C:13]=2[CH3:19])[N:9]=[C:8]([NH2:20])[N:7]=1.Cl.[CH3:22][N:23]([CH3:28])[CH2:24][C:25](Cl)=[O:26].CCN(CC)CC.CO. (8) Given the product [CH:1]12[CH2:6][CH:5]1[CH2:4][N:3]([C:7]1[N:12]=[C:11]([NH:13][C:14]3[C:15]4[N:16]([CH:30]=[CH:31][N:32]=4)[N:17]=[C:18]([C:20]4[CH:21]=[C:22]([CH:27]=[CH:28][CH:29]=4)[C:23]([OH:25])=[O:24])[CH:19]=3)[CH:10]=[CH:9][CH:8]=1)[CH2:2]2, predict the reactants needed to synthesize it. The reactants are: [CH:1]12[CH2:6][CH:5]1[CH2:4][N:3]([C:7]1[N:12]=[C:11]([NH:13][C:14]3[C:15]4[N:16]([CH:30]=[CH:31][N:32]=4)[N:17]=[C:18]([C:20]4[CH:21]=[C:22]([CH:27]=[CH:28][CH:29]=4)[C:23]([O:25]C)=[O:24])[CH:19]=3)[CH:10]=[CH:9][CH:8]=1)[CH2:2]2.[OH-].[Na+].